Dataset: Full USPTO retrosynthesis dataset with 1.9M reactions from patents (1976-2016). Task: Predict the reactants needed to synthesize the given product. Given the product [Cl:1][C:2]1[CH:10]=[C:9]2[NH:8][C:7](=[O:19])[C:6]3([CH:20]([C:21]4[CH:22]=[CH:23][CH:24]=[C:25]([Cl:58])[CH:26]=4)[CH2:36][C:35](=[O:37])[NH:34][CH:33]3[C:30](=[CH2:29])[CH2:31][CH3:32])[C:5]2=[CH:4][CH:3]=1, predict the reactants needed to synthesize it. The reactants are: [Cl:1][C:2]1[CH:10]=[C:9]2[C:5](/[C:6](=[CH:20]/[C:21]3[CH:26]=[C:25](F)[CH:24]=[C:23](F)[CH:22]=3)/[C:7](=[O:19])[N:8]2COCC[Si](C)(C)C)=[CH:4][CH:3]=1.[CH2:29]=[C:30]([CH:33]=[N:34][C:35]([O:37][Si](C)(C)C)=[CH2:36])[CH2:31][CH3:32].FC(F)(F)C(O)=O.C(N(C(C)C)CC)(C)C.[Cl:58]CCl.